Dataset: NCI-60 drug combinations with 297,098 pairs across 59 cell lines. Task: Regression. Given two drug SMILES strings and cell line genomic features, predict the synergy score measuring deviation from expected non-interaction effect. (1) Drug 1: COC1=CC(=CC(=C1O)OC)C2C3C(COC3=O)C(C4=CC5=C(C=C24)OCO5)OC6C(C(C7C(O6)COC(O7)C8=CC=CS8)O)O. Drug 2: C1=NC2=C(N1)C(=S)N=C(N2)N. Cell line: SK-MEL-28. Synergy scores: CSS=31.5, Synergy_ZIP=-7.79, Synergy_Bliss=0.351, Synergy_Loewe=-17.2, Synergy_HSA=2.89. (2) Drug 1: CNC(=O)C1=CC=CC=C1SC2=CC3=C(C=C2)C(=NN3)C=CC4=CC=CC=N4. Drug 2: N.N.Cl[Pt+2]Cl. Cell line: T-47D. Synergy scores: CSS=0.0885, Synergy_ZIP=1.76, Synergy_Bliss=2.46, Synergy_Loewe=0.669, Synergy_HSA=1.22. (3) Drug 2: C1CC(=O)NC(=O)C1N2C(=O)C3=CC=CC=C3C2=O. Drug 1: CC1C(C(=O)NC(C(=O)N2CCCC2C(=O)N(CC(=O)N(C(C(=O)O1)C(C)C)C)C)C(C)C)NC(=O)C3=C4C(=C(C=C3)C)OC5=C(C(=O)C(=C(C5=N4)C(=O)NC6C(OC(=O)C(N(C(=O)CN(C(=O)C7CCCN7C(=O)C(NC6=O)C(C)C)C)C)C(C)C)C)N)C. Cell line: BT-549. Synergy scores: CSS=24.2, Synergy_ZIP=-6.05, Synergy_Bliss=-0.394, Synergy_Loewe=-15.5, Synergy_HSA=0.980. (4) Drug 1: C1=NNC2=C1C(=O)NC=N2. Drug 2: CN(C(=O)NC(C=O)C(C(C(CO)O)O)O)N=O. Cell line: BT-549. Synergy scores: CSS=-8.03, Synergy_ZIP=-1.92, Synergy_Bliss=-14.6, Synergy_Loewe=-9.31, Synergy_HSA=-17.2. (5) Drug 1: C1C(C(OC1N2C=C(C(=O)NC2=O)F)CO)O. Drug 2: CC(C)NC(=O)C1=CC=C(C=C1)CNNC.Cl. Cell line: MOLT-4. Synergy scores: CSS=38.8, Synergy_ZIP=1.32, Synergy_Bliss=0.728, Synergy_Loewe=-58.5, Synergy_HSA=-1.04. (6) Drug 1: C1=CN(C(=O)N=C1N)C2C(C(C(O2)CO)O)O.Cl. Drug 2: B(C(CC(C)C)NC(=O)C(CC1=CC=CC=C1)NC(=O)C2=NC=CN=C2)(O)O. Cell line: SK-MEL-28. Synergy scores: CSS=54.2, Synergy_ZIP=-6.46, Synergy_Bliss=-2.16, Synergy_Loewe=-4.86, Synergy_HSA=-0.893. (7) Drug 1: C1CC(=O)NC(=O)C1N2C(=O)C3=CC=CC=C3C2=O. Drug 2: CC1C(C(CC(O1)OC2CC(CC3=C2C(=C4C(=C3O)C(=O)C5=C(C4=O)C(=CC=C5)OC)O)(C(=O)CO)O)N)O.Cl. Cell line: 786-0. Synergy scores: CSS=37.3, Synergy_ZIP=1.45, Synergy_Bliss=0.305, Synergy_Loewe=-31.4, Synergy_HSA=-0.458. (8) Drug 1: C1=CC(=CC=C1C#N)C(C2=CC=C(C=C2)C#N)N3C=NC=N3. Drug 2: CC1=C2C(C(=O)C3(C(CC4C(C3C(C(C2(C)C)(CC1OC(=O)C(C(C5=CC=CC=C5)NC(=O)C6=CC=CC=C6)O)O)OC(=O)C7=CC=CC=C7)(CO4)OC(=O)C)O)C)OC(=O)C. Cell line: EKVX. Synergy scores: CSS=2.91, Synergy_ZIP=-2.28, Synergy_Bliss=-4.14, Synergy_Loewe=-10.5, Synergy_HSA=-5.03. (9) Drug 2: C1=NC2=C(N=C(N=C2N1C3C(C(C(O3)CO)O)F)Cl)N. Drug 1: C1CCN(CC1)CCOC2=CC=C(C=C2)C(=O)C3=C(SC4=C3C=CC(=C4)O)C5=CC=C(C=C5)O. Cell line: SK-MEL-5. Synergy scores: CSS=34.0, Synergy_ZIP=5.42, Synergy_Bliss=3.54, Synergy_Loewe=-28.7, Synergy_HSA=-3.05. (10) Drug 1: CC1=C(C=C(C=C1)C(=O)NC2=CC(=CC(=C2)C(F)(F)F)N3C=C(N=C3)C)NC4=NC=CC(=N4)C5=CN=CC=C5. Drug 2: CS(=O)(=O)CCNCC1=CC=C(O1)C2=CC3=C(C=C2)N=CN=C3NC4=CC(=C(C=C4)OCC5=CC(=CC=C5)F)Cl. Cell line: TK-10. Synergy scores: CSS=4.61, Synergy_ZIP=-5.24, Synergy_Bliss=-3.90, Synergy_Loewe=-24.2, Synergy_HSA=-13.2.